From a dataset of Forward reaction prediction with 1.9M reactions from USPTO patents (1976-2016). Predict the product of the given reaction. (1) Given the reactants [CH3:1][C:2]([C:11]1[CH:16]=[CH:15][CH:14]=[CH:13][CH:12]=1)([CH2:5][CH2:6][CH2:7][CH2:8][CH2:9]Br)[CH2:3][OH:4].[C:17]1(=[O:27])[NH:21][C:20](=[O:22])[C:19]2=[CH:23][CH:24]=[CH:25][CH:26]=[C:18]12.[K].CCOCC, predict the reaction product. The product is: [OH:4][CH2:3][C:2]([CH3:1])([C:11]1[CH:16]=[CH:15][CH:14]=[CH:13][CH:12]=1)[CH2:5][CH2:6][CH2:7][CH2:8][CH2:9][N:21]1[C:17](=[O:27])[C:18]2[C:19](=[CH:23][CH:24]=[CH:25][CH:26]=2)[C:20]1=[O:22]. (2) Given the reactants [OH:1][C:2]1[CH:11]=[CH:10][C:5]([C:6]([O:8][CH3:9])=[O:7])=[CH:4][C:3]=1[C:12]([F:15])([F:14])[F:13].C(=O)([O-])[O-].[Cs+].[Cs+].Cl[CH2:23][F:24], predict the reaction product. The product is: [F:24][CH2:23][O:1][C:2]1[CH:11]=[CH:10][C:5]([C:6]([O:8][CH3:9])=[O:7])=[CH:4][C:3]=1[C:12]([F:13])([F:14])[F:15]. (3) Given the reactants [CH3:1][C:2]1[N:7]=[C:6]([CH2:8][C:9]([C:11]2[CH:16]=[CH:15][N:14]=[C:13]([C:17]3[CH:22]=[CH:21][C:20]([CH:23]=O)=[CH:19][CH:18]=3)[CH:12]=2)=[O:10])[CH:5]=[CH:4][CH:3]=1.[NH:25]1[CH2:29][CH2:28][CH2:27][CH2:26]1, predict the reaction product. The product is: [CH3:1][C:2]1[N:7]=[C:6]([CH2:8][C:9]([C:11]2[CH:16]=[CH:15][N:14]=[C:13]([C:17]3[CH:22]=[CH:21][C:20]([CH2:23][N:25]4[CH2:29][CH2:28][CH2:27][CH2:26]4)=[CH:19][CH:18]=3)[CH:12]=2)=[O:10])[CH:5]=[CH:4][CH:3]=1. (4) Given the reactants C(OC([N:8]1[CH2:12][C@H:11]([CH2:13][CH2:14][C:15]2[CH:20]=[CH:19][CH:18]=[CH:17][CH:16]=2)[C@@H:10]([CH2:21][N:22]([CH2:30][C:31]2[CH:36]=[CH:35][CH:34]=[CH:33][CH:32]=2)[C:23]2[CH:28]=[CH:27][C:26]([Cl:29])=[CH:25][CH:24]=2)[CH2:9]1)=O)(C)(C)C, predict the reaction product. The product is: [CH2:30]([N:22]([C:23]1[CH:28]=[CH:27][C:26]([Cl:29])=[CH:25][CH:24]=1)[CH2:21][C@@H:10]1[C@@H:11]([CH2:13][CH2:14][C:15]2[CH:16]=[CH:17][CH:18]=[CH:19][CH:20]=2)[CH2:12][NH:8][CH2:9]1)[C:31]1[CH:32]=[CH:33][CH:34]=[CH:35][CH:36]=1.